This data is from Full USPTO retrosynthesis dataset with 1.9M reactions from patents (1976-2016). The task is: Predict the reactants needed to synthesize the given product. (1) Given the product [C:18]([C:22]1[CH:23]=[CH:24][C:25]([CH2:26][N:8]2[C:7]3[CH:6]=[CH:5][C:4]([Br:3])=[CH:16][C:15]=3[C:14]3[C:9]2=[CH:10][CH:11]=[C:12]([Br:17])[CH:13]=3)=[CH:28][CH:29]=1)([CH3:21])([CH3:20])[CH3:19], predict the reactants needed to synthesize it. The reactants are: [H-].[Na+].[Br:3][C:4]1[CH:5]=[CH:6][C:7]2[NH:8][C:9]3[C:14]([C:15]=2[CH:16]=1)=[CH:13][C:12]([Br:17])=[CH:11][CH:10]=3.[C:18]([C:22]1[CH:29]=[CH:28][C:25]([CH2:26]Br)=[CH:24][CH:23]=1)([CH3:21])([CH3:20])[CH3:19].O. (2) Given the product [CH3:18][C:19]1[CH:20]=[CH:21][C:22]([NH:25][C:26](=[O:37])[C:27]2[CH:32]=[CH:31][CH:30]=[C:29]([C:33]([F:34])([F:35])[F:36])[CH:28]=2)=[CH:23][C:24]=1[C:2]1[N:7]=[C:6]([N:8]2[CH2:13][CH2:12][O:11][CH2:10][C@H:9]2[CH3:14])[C:5]2[N:15]=[CH:16][NH:17][C:4]=2[CH:3]=1, predict the reactants needed to synthesize it. The reactants are: Br[C:2]1[N:7]=[C:6]([N:8]2[CH2:13][CH2:12][O:11][CH2:10][C@H:9]2[CH3:14])[C:5]2[N:15]=[CH:16][NH:17][C:4]=2[CH:3]=1.[CH3:18][C:19]1[CH:24]=[CH:23][C:22]([NH:25][C:26](=[O:37])[C:27]2[CH:32]=[CH:31][CH:30]=[C:29]([C:33]([F:36])([F:35])[F:34])[CH:28]=2)=[CH:21][C:20]=1B1OC(C)(C)C(C)(C)O1.C([O-])([O-])=O.[Na+].[Na+].C(Cl)Cl. (3) Given the product [CH3:18][NH:19][C:20]([C:22]1[CH:27]=[C:26]([O:17][C:14]2[CH:13]=[CH:12][C:11]([O:10][CH2:3][C:4]3[CH:5]=[CH:6][CH:7]=[CH:8][CH:9]=3)=[CH:16][CH:15]=2)[CH:25]=[CH:24][N:23]=1)=[O:21], predict the reactants needed to synthesize it. The reactants are: [H-].[Na+].[CH2:3]([O:10][C:11]1[CH:16]=[CH:15][C:14]([OH:17])=[CH:13][CH:12]=1)[C:4]1[CH:9]=[CH:8][CH:7]=[CH:6][CH:5]=1.[CH3:18][NH:19][C:20]([C:22]1[CH:27]=[C:26](OC2C=CC([N+]([O-])=O)=C([N+]([O-])=O)C=2)[CH:25]=[CH:24][N:23]=1)=[O:21]. (4) Given the product [Br:1][C:2]1[S:6][C:5]([CH2:7][CH3:8])=[C:4]([CH:9]([CH:24]2[CH2:29][CH2:28][CH2:27][CH2:26][CH2:25]2)[OH:11])[CH:3]=1, predict the reactants needed to synthesize it. The reactants are: [Br:1][C:2]1[S:6][C:5]([CH2:7][CH3:8])=[C:4]([C:9]([O:11]CC)=O)[CH:3]=1.[H-].C([Al+]CC(C)C)C(C)C.[C:24]1(C)[CH:29]=[CH:28][CH:27]=[CH:26][CH:25]=1.Cl.C1([Mg]Br)CCCCC1.O1CCCC1.[Cl-].[NH4+].